Dataset: Catalyst prediction with 721,799 reactions and 888 catalyst types from USPTO. Task: Predict which catalyst facilitates the given reaction. (1) Reactant: [O:1]1[CH:5]=[CH:4][CH:3]=[C:2]1[C:6]([OH:8])=O.CN(C=O)C.C(Cl)(=O)C(Cl)=O.[C:20]([NH2:24])([CH3:23])([CH3:22])[CH3:21]. Product: [C:20]([NH:24][C:6]([C:2]1[O:1][CH:5]=[CH:4][CH:3]=1)=[O:8])([CH3:23])([CH3:22])[CH3:21]. The catalyst class is: 168. (2) Product: [Cl:3][C:4]1[C:13]2[N:14]=[C:15]([CH3:22])[N:16]([CH2:17][C:18]([CH3:19])([O:20][CH2:24][CH2:23][S:25]([CH3:28])(=[O:27])=[O:26])[CH3:21])[C:12]=2[C:11]2[CH:10]=[CH:9][CH:8]=[CH:7][C:6]=2[N:5]=1. The catalyst class is: 7. Reactant: [H-].[Na+].[Cl:3][C:4]1[C:13]2[N:14]=[C:15]([CH3:22])[N:16]([CH2:17][C:18]([CH3:21])([OH:20])[CH3:19])[C:12]=2[C:11]2[CH:10]=[CH:9][CH:8]=[CH:7][C:6]=2[N:5]=1.[CH:23]([S:25]([CH3:28])(=[O:27])=[O:26])=[CH2:24].O.